From a dataset of Forward reaction prediction with 1.9M reactions from USPTO patents (1976-2016). Predict the product of the given reaction. (1) Given the reactants N[C@H](C([O-])=O)CCC([O-])=[O:6].[Sr+2].N[C@H](C([O-])=O)CCC([O-])=[O:17].[Na+].[Na+].O.[Na+].[NH2:26][C@H:27]([C:33]([O-:35])=[O:34])[CH2:28][CH2:29][C:30]([OH:32])=[O:31].[Cl-].[Zn+2:37].[Cl-], predict the reaction product. The product is: [OH2:6].[OH2:17].[NH2:26][C@H:27]([C:33]([O-:35])=[O:34])[CH2:28][CH2:29][C:30]([O-:32])=[O:31].[Zn+2:37]. (2) Given the reactants Br[C:2]1[CH:7]=[CH:6][N:5]=[C:4]([C:8]2[N:12]=[C:11]([C:13]3[S:14][CH:15]=[CH:16][N:17]=3)[N:10]([CH2:18][C:19]3[CH:24]=[CH:23][CH:22]=[CH:21][C:20]=3[F:25])[N:9]=2)[CH:3]=1.[NH:26]1[CH2:31][CH2:30][O:29][CH2:28][CH2:27]1, predict the reaction product. The product is: [F:25][C:20]1[CH:21]=[CH:22][CH:23]=[CH:24][C:19]=1[CH2:18][N:10]1[C:11]([C:13]2[S:14][CH:15]=[CH:16][N:17]=2)=[N:12][C:8]([C:4]2[CH:3]=[C:2]([N:26]3[CH2:31][CH2:30][O:29][CH2:28][CH2:27]3)[CH:7]=[CH:6][N:5]=2)=[N:9]1. (3) Given the reactants [F:1][C:2]1[CH:24]=[C:23]([F:25])[CH:22]=[CH:21][C:3]=1[O:4][CH2:5][C@@H:6]([OH:20])[C@@H:7]([NH:9]C(=O)OCC1C=CC=CC=1)[CH3:8].[ClH:26], predict the reaction product. The product is: [Cl-:26].[F:1][C:2]1[CH:24]=[C:23]([F:25])[CH:22]=[CH:21][C:3]=1[O:4][CH2:5][C@@H:6]([OH:20])[C@@H:7]([NH3+:9])[CH3:8]. (4) Given the reactants [CH3:1][S:2]([OH:5])(=[O:4])=[O:3].[CH:6]1([NH:9][C:10](=[O:38])[C:11]2[CH:16]=[CH:15][C:14]([CH3:17])=[C:13]([N:18]3[C:27](=[O:28])[C:26]4[C:21](=[CH:22][CH:23]=[C:24]([N:29]5[CH2:34][CH2:33][N:32]([CH:35]([CH3:37])[CH3:36])[CH2:31][CH2:30]5)[CH:25]=4)[N:20]=[CH:19]3)[CH:12]=2)[CH2:8][CH2:7]1, predict the reaction product. The product is: [CH3:1][S:2]([OH:5])(=[O:4])=[O:3].[CH3:1][S:2]([OH:5])(=[O:4])=[O:3].[CH:6]1([NH:9][C:10](=[O:38])[C:11]2[CH:16]=[CH:15][C:14]([CH3:17])=[C:13]([N:18]3[C:27](=[O:28])[C:26]4[C:21](=[CH:22][CH:23]=[C:24]([N:29]5[CH2:30][CH2:31][N:32]([CH:35]([CH3:36])[CH3:37])[CH2:33][CH2:34]5)[CH:25]=4)[N:20]=[CH:19]3)[CH:12]=2)[CH2:8][CH2:7]1. (5) Given the reactants [Cl:1][C:2]1[CH:28]=[CH:27][C:5]([O:6][C:7]2[CH:12]=[CH:11][C:10]([C:13]([OH:22])([CH2:20][CH3:21])[CH2:14][N:15]3[CH:19]=[N:18][CH:17]=[N:16]3)=[C:9]([C:23]([F:26])([F:25])[F:24])[CH:8]=2)=[CH:4][CH:3]=1.[H-].[Na+].[CH3:31]I.[Cl-].[Na+], predict the reaction product. The product is: [Cl:1][C:2]1[CH:3]=[CH:4][C:5]([O:6][C:7]2[CH:12]=[CH:11][C:10]([C:13]([O:22][CH3:31])([CH2:20][CH3:21])[CH2:14][N:15]3[CH:19]=[N:18][CH:17]=[N:16]3)=[C:9]([C:23]([F:26])([F:24])[F:25])[CH:8]=2)=[CH:27][CH:28]=1. (6) Given the reactants [Br:1][C:2]1[CH:10]=[C:9]([CH3:11])[C:5]2[NH:6][CH:7]=[N:8][C:4]=2[CH:3]=1.CC1C=CC(S(O)(=O)=O)=CC=1.O.[O:24]1[CH:29]=[CH:28][CH2:27][CH2:26][CH2:25]1, predict the reaction product. The product is: [Br:1][C:2]1[CH:10]=[C:9]([CH3:11])[C:5]2[N:6]([CH:25]3[CH2:26][CH2:27][CH2:28][CH2:29][O:24]3)[CH:7]=[N:8][C:4]=2[CH:3]=1. (7) Given the reactants [Cl-].[Cl-].[Cl-].[Al+3].[F:5][C:6]1[CH:11]=[CH:10][CH:9]=[CH:8][C:7]=1[O:12][CH3:13].[C:14]1([CH2:20][C:21](Cl)=[O:22])[CH:19]=[CH:18][CH:17]=[CH:16][CH:15]=1.O, predict the reaction product. The product is: [F:5][C:6]1[CH:11]=[C:10]([C:21](=[O:22])[CH2:20][C:14]2[CH:19]=[CH:18][CH:17]=[CH:16][CH:15]=2)[CH:9]=[CH:8][C:7]=1[O:12][CH3:13].